Dataset: Catalyst prediction with 721,799 reactions and 888 catalyst types from USPTO. Task: Predict which catalyst facilitates the given reaction. (1) Reactant: O.O.O.[F-].C([N+](CCCC)(CCCC)CCCC)CCC.O.[Cl:23][C:24]1[CH:25]=[C:26]([C:49]2[CH:54]=[CH:53][C:52]([C:55]([N:57]3[CH2:62][CH2:61][CH:60]([C:63]([F:66])([F:65])[F:64])[CH2:59][CH2:58]3)=[O:56])=[CH:51][CH:50]=2)[CH:27]=[C:28]([Cl:48])[C:29]=1[CH2:30][C@@H:31]1[CH2:35][CH2:34][N:33]([C@H:36]2[CH2:41][CH2:40][C@H:39](OS(C)(=O)=O)[CH2:38][CH2:37]2)[C:32]1=[O:47]. Product: [CH:36]1([N:33]2[CH2:34][CH2:35][C@@H:31]([CH2:30][C:29]3[C:24]([Cl:23])=[CH:25][C:26]([C:49]4[CH:50]=[CH:51][C:52]([C:55]([N:57]5[CH2:58][CH2:59][CH:60]([C:63]([F:66])([F:65])[F:64])[CH2:61][CH2:62]5)=[O:56])=[CH:53][CH:54]=4)=[CH:27][C:28]=3[Cl:48])[C:32]2=[O:47])[CH2:41][CH2:40][CH:39]=[CH:38][CH2:37]1. The catalyst class is: 10. (2) Reactant: [CH3:1][N:2]1[CH2:7][CH2:6][C:5]([CH2:15][NH2:16])([C:8]2[CH:13]=[CH:12][CH:11]=[C:10]([F:14])[CH:9]=2)[CH2:4][CH2:3]1.[C:17]([C:19]1[C:20]([O:34][CH3:35])=[C:21]([C:31](Cl)=[O:32])[C:22]2[C:27]([C:28]=1[O:29][CH3:30])=[CH:26][CH:25]=[CH:24][CH:23]=2)#[N:18]. Product: [CH3:1][N:2]1[CH2:7][CH2:6][C:5]([C:8]2[CH:13]=[CH:12][CH:11]=[C:10]([F:14])[CH:9]=2)([CH2:15][NH:16][C:31]([C:21]2[C:22]3[C:27](=[CH:26][CH:25]=[CH:24][CH:23]=3)[C:28]([O:29][CH3:30])=[C:19]([C:17]#[N:18])[C:20]=2[O:34][CH3:35])=[O:32])[CH2:4][CH2:3]1. The catalyst class is: 28. (3) Reactant: [OH:1][C:2]1[CH:7]=[CH:6][C:5]([I:8])=[CH:4][C:3]=1[N+:9]([O-:11])=[O:10].[C:12]([O-])([O-])=O.[K+].[K+].COS(OC)(=O)=O. Product: [CH3:12][O:1][C:2]1[CH:7]=[CH:6][C:5]([I:8])=[CH:4][C:3]=1[N+:9]([O-:11])=[O:10]. The catalyst class is: 21. (4) Reactant: [C:1]([O:5][C:6]([NH:8][CH2:9][C:10]1[CH:18]=[CH:17][C:16]([F:19])=[CH:15][C:11]=1[C:12](O)=[O:13])=[O:7])([CH3:4])([CH3:3])[CH3:2].Cl.C[N:22](C)CCCN=C=NCC.ON1C2N=CC=CC=2N=N1. Product: [NH2:22][C:12]([C:11]1[CH:15]=[C:16]([F:19])[CH:17]=[CH:18][C:10]=1[CH2:9][NH:8][C:6](=[O:7])[O:5][C:1]([CH3:4])([CH3:3])[CH3:2])=[O:13]. The catalyst class is: 3. (5) Reactant: [NH:1]1[C:9]2[C:4](=[C:5]([CH2:10][CH2:11][CH2:12][NH:13][C:14]3[N:19]=[C:18]([CH3:20])[C:17]([C:21]([NH:23][C@@H:24]([CH2:28][NH:29][C:30]([C:32]4[S:33][CH:34]=[CH:35][CH:36]=4)=[O:31])[C:25]([OH:27])=[O:26])=[O:22])=[C:16]([CH3:37])[N:15]=3)[CH:6]=[CH:7][CH:8]=2)[CH:3]=[N:2]1.Cl[CH2:39][C:40]([N:42]([CH3:44])[CH3:43])=[O:41].[I-].[Na+].C(=O)([O-])[O-].[K+].[K+]. Product: [CH3:43][N:42]([CH3:44])[C:40]([CH2:39][O:26][C:25](=[O:27])[C@@H:24]([NH:23][C:21]([C:17]1[C:16]([CH3:37])=[N:15][C:14]([NH:13][CH2:12][CH2:11][CH2:10][C:5]2[CH:6]=[CH:7][CH:8]=[C:9]3[C:4]=2[CH:3]=[N:2][NH:1]3)=[N:19][C:18]=1[CH3:20])=[O:22])[CH2:28][NH:29][C:30]([C:32]1[S:33][CH:34]=[CH:35][CH:36]=1)=[O:31])=[O:41]. The catalyst class is: 31. (6) Reactant: C([O:3][CH:4](OCC)[CH2:5][CH2:6][CH2:7][NH:8][C:9]1[C:10]2[C:17]([C:18]3[CH:23]=[CH:22][C:21]([O:24][CH3:25])=[CH:20][CH:19]=3)=[C:16]([C:26]3[CH:31]=[CH:30][CH:29]=[CH:28][CH:27]=3)[O:15][C:11]=2[N:12]=[CH:13][N:14]=1)C.Cl.O. Product: [CH3:25][O:24][C:21]1[CH:20]=[CH:19][C:18]([C:17]2[C:10]3[C:9]([NH:8][CH2:7][CH2:6][CH2:5][CH:4]=[O:3])=[N:14][CH:13]=[N:12][C:11]=3[O:15][C:16]=2[C:26]2[CH:31]=[CH:30][CH:29]=[CH:28][CH:27]=2)=[CH:23][CH:22]=1. The catalyst class is: 21.